From a dataset of TCR-epitope binding with 47,182 pairs between 192 epitopes and 23,139 TCRs. Binary Classification. Given a T-cell receptor sequence (or CDR3 region) and an epitope sequence, predict whether binding occurs between them. (1) The epitope is LLDFVRFMGV. The TCR CDR3 sequence is CASSGVGQGVWNEQFF. Result: 0 (the TCR does not bind to the epitope). (2) The epitope is PKYVKQNTLKLAT. The TCR CDR3 sequence is CASSQGGGGGAGELFF. Result: 1 (the TCR binds to the epitope). (3) The epitope is KPLEFGATSAAL. The TCR CDR3 sequence is CASSLGRGGEQYF. Result: 1 (the TCR binds to the epitope).